This data is from Catalyst prediction with 721,799 reactions and 888 catalyst types from USPTO. The task is: Predict which catalyst facilitates the given reaction. Reactant: Br[C:2]1[C:14](=[O:15])[N:13]([CH:16]2[CH2:20][CH2:19][CH2:18][CH2:17]2)[C:5]2[N:6]=[C:7]([NH:11][CH3:12])[N:8]=[C:9]([CH3:10])[C:4]=2[CH:3]=1.[OH:21][CH2:22][C:23]1[CH:24]=[C:25](B(O)O)[CH:26]=[CH:27][CH:28]=1.CO.C([O-])(O)=O.[Na+]. Product: [CH:16]1([N:13]2[C:5]3[N:6]=[C:7]([NH:11][CH3:12])[N:8]=[C:9]([CH3:10])[C:4]=3[CH:3]=[C:2]([C:27]3[CH:26]=[CH:25][CH:24]=[C:23]([CH2:22][OH:21])[CH:28]=3)[C:14]2=[O:15])[CH2:20][CH2:19][CH2:18][CH2:17]1. The catalyst class is: 109.